The task is: Regression. Given two drug SMILES strings and cell line genomic features, predict the synergy score measuring deviation from expected non-interaction effect.. This data is from NCI-60 drug combinations with 297,098 pairs across 59 cell lines. (1) Drug 1: C1=CC(=CC=C1CCCC(=O)O)N(CCCl)CCCl. Drug 2: CN1C(=O)N2C=NC(=C2N=N1)C(=O)N. Cell line: UO-31. Synergy scores: CSS=6.95, Synergy_ZIP=-4.60, Synergy_Bliss=-5.44, Synergy_Loewe=-9.62, Synergy_HSA=-5.98. (2) Drug 1: COC1=CC(=CC(=C1O)OC)C2C3C(COC3=O)C(C4=CC5=C(C=C24)OCO5)OC6C(C(C7C(O6)COC(O7)C8=CC=CS8)O)O. Drug 2: C(=O)(N)NO. Cell line: TK-10. Synergy scores: CSS=30.5, Synergy_ZIP=6.24, Synergy_Bliss=5.69, Synergy_Loewe=-9.55, Synergy_HSA=7.19. (3) Drug 1: CNC(=O)C1=NC=CC(=C1)OC2=CC=C(C=C2)NC(=O)NC3=CC(=C(C=C3)Cl)C(F)(F)F. Drug 2: C(CC(=O)O)C(=O)CN.Cl. Cell line: EKVX. Synergy scores: CSS=3.40, Synergy_ZIP=-0.208, Synergy_Bliss=3.81, Synergy_Loewe=0.495, Synergy_HSA=0.497.